From a dataset of Full USPTO retrosynthesis dataset with 1.9M reactions from patents (1976-2016). Predict the reactants needed to synthesize the given product. (1) Given the product [F:16][C:17]1([F:40])[CH2:22][CH2:21][CH:20]([CH2:23][C:24]2[N:28]3[C:29]([CH3:35])=[CH:30][C:31](/[CH:33]=[CH:8]\[C:9]4[CH:14]=[CH:13][CH:12]=[CH:11][CH:10]=4)=[CH:32][C:27]3=[N:26][C:25]=2[C:36]([F:39])([F:38])[F:37])[CH2:19][CH2:18]1, predict the reactants needed to synthesize it. The reactants are: CC(C)([O-])C.[K+].[I-].[CH2:8]([PH3+])[C:9]1[CH:14]=[CH:13][CH:12]=[CH:11][CH:10]=1.[F:16][C:17]1([F:40])[CH2:22][CH2:21][CH:20]([CH2:23][C:24]2[N:28]3[C:29]([CH3:35])=[CH:30][C:31]([CH:33]=O)=[CH:32][C:27]3=[N:26][C:25]=2[C:36]([F:39])([F:38])[F:37])[CH2:19][CH2:18]1.C(=O)([O-])O.[Na+]. (2) The reactants are: [F:1][C:2]1[CH:28]=[C:27]([F:29])[CH:26]=[CH:25][C:3]=1[CH2:4][N:5]1[CH2:10][CH2:9][N:8]([C:11]2[N:12]=[C:13]3[CH2:24][CH2:23][NH:22][CH2:21][C:14]3=[N:15][C:16]=2[NH:17][CH:18]([CH3:20])[CH3:19])[CH2:7][CH2:6]1.CCN(C(C)C)C(C)C.[C:39](Cl)(=[O:43])[CH:40]([CH3:42])[CH3:41]. Given the product [F:1][C:2]1[CH:28]=[C:27]([F:29])[CH:26]=[CH:25][C:3]=1[CH2:4][N:5]1[CH2:10][CH2:9][N:8]([C:11]2[N:12]=[C:13]3[CH2:24][CH2:23][N:22]([C:39](=[O:43])[CH:40]([CH3:42])[CH3:41])[CH2:21][C:14]3=[N:15][C:16]=2[NH:17][CH:18]([CH3:20])[CH3:19])[CH2:7][CH2:6]1, predict the reactants needed to synthesize it. (3) Given the product [OH:36][CH2:35][C:29]1([NH:28][C:13]([C:12]2[C:6]3[C:7](=[N:8][CH:9]=[C:4]([CH:1]4[CH2:3][CH2:2]4)[N:5]=3)[N:10]([CH2:16][O:17][CH2:18][CH2:19][Si:20]([CH3:23])([CH3:22])[CH3:21])[CH:11]=2)=[O:15])[CH2:34][CH2:33][O:32][CH2:31][CH2:30]1, predict the reactants needed to synthesize it. The reactants are: [CH:1]1([C:4]2[N:5]=[C:6]3[C:12]([C:13]([OH:15])=O)=[CH:11][N:10]([CH2:16][O:17][CH2:18][CH2:19][Si:20]([CH3:23])([CH3:22])[CH3:21])[C:7]3=[N:8][CH:9]=2)[CH2:3][CH2:2]1.C(Cl)CCl.[NH2:28][C:29]1([CH2:35][OH:36])[CH2:34][CH2:33][O:32][CH2:31][CH2:30]1.